This data is from B-cell epitopes from IEDB database with 3,159 antigens for binding position prediction. The task is: Token-level Classification. Given an antigen amino acid sequence, predict which amino acid positions are active epitope sites capable of antibody binding. Output is a list of indices for active positions. (1) Given the antigen sequence: MTIHKVAINGFGRIGRLLFRNLLSSQGVQVVAVNDVVDIKVLTHLLVYDSAQGKLKDWEVSCDSEYIRLKNVNTGEVREVRVFNFNTEKIYHWGELEIDCVVECSGRFLTKEAVKCHLDAGAQKVLISAPAKDDTKTVVYNVNHTQITSSDNVISGASCTTNALAPIVKIIHRKFGINSGFMTTVHAFTSDQRLQDSPHSDLRRARAAAGSIIPTTTGAAAAIGRVIPELNGKLDGIAHRVPVLTGSLVDLCLKINKSVSAEEINEAIKDGENETLAYVEDPIVSADIIGDTHGSVFDSSLTKVLPTGEVKLYAWYDNESSYVNQLARTLKYYISL, which amino acid positions are active epitope sites? The epitope positions are: [267, 268, 269, 270, 271, 272, 273]. The amino acids at these positions are: IKDGENE. (2) Given the antigen sequence: MPEETQTQDQPMEEEEVETFAFQAEIAQLMSLIINTFYSNKEIFLRELISNSSDALDKIRYESLTDPSKLDSGKELHINLIPNKQDRTLTIVDTGIGMTKADLINNLGTIAKSGTKAFMEALQAGADISMIGQFGVGFYSAYLVAEKVTVITKHNDDEQYAWESSAGGSFTVRTDTGEPMGRGTKVILHLKEDQTEYLEERRIKEIVKKHSQFIGYPITLFVEKERDKEVSDDEAEEKEDKEEEKEKEEKESEDKPEIEDVGSDEEEEKKDGDKKKKKKIKEKYIDQEELNKTKPIWTRNPDDITNEEYGEFYKSLTNDWEDHLAVKHFSVEGQLEFRALLFVPRRAPFDLFENRKKKNNIKLYVRRVFIMDNCEELIPEYLNFIRGVVDSEDLPLNISREMLQQSKILKVIRKNLVKKCLELFTELAEDKENYKKFYEQFSKNIKLGIHEDSQNRKKLSELLRYYTSASGDEMVSLKDYCTRMKENQKHIYYITGETKD..., which amino acid positions are active epitope sites? The epitope positions are: [34, 35, 36, 37, 38, 39, 40, 41, 42, 43, 44, 45, 46, 47, 48]. The amino acids at these positions are: NTFYSNKEIFLRELI. (3) Given the antigen sequence: METLCQRLNVCQDKILTHYENDSTDLRDHIDYWKHMRLECAIYYKAREMGFKHINHQVVPTLAVSKNKALQAIELQLTLETIYNSQYSNEKWTLQDVSLEVYLTAPTGCIKKHGYTVEVQFDGDICNTMHYTNWTHIYICEEASVTVVEGQVDYYGLYYVHEGIRTYFVQFKDDAEKYSKNKVWEVHAGGQVILCPTSVFSSNEVSSPETIRQHLANHTAATHTKAVALGTEETQTTIQRPRSEPDTGNPCHTTKLLHRDSVDSAPILTAFNSSHKGRINCNSNTTPIVHLKGDANTLKCLRYRFKKHCKLYTAVSSTWHWTGHNVKHKSAIVTLTYDSEWQRDQFLSQVKIPKTITVSTGFMSI, which amino acid positions are active epitope sites? The epitope positions are: [140, 141, 142, 143, 144, 145, 146, 147, 148, 149, 150, 151, 152, 153, 154]. The amino acids at these positions are: EEASVTVVEGQVDYY. (4) Given the antigen sequence: MEREKEQFRKLFIGGLSFETTEESLRNYYEQWGKLTDCVVMRDPASKRSRGFGFVTFSSMAEVDAAMAARPHSIDGRVVEPKRAVAREESGKPGAHVTVKKLFVGGIKEDTEEHHLRDYFEEYGKIDTIEIITDRQSGKKRGFGFVTFDDHDPVDKIVLQKYHTINGHNAEVRKALSRQEMQEVQSSRSGRGGNFGFGDSRGGGGNFGPGPGSNFRGGSDGYGSGRGFGDGYNGYGGGPGGGNFGGSPGYGGGRGGYGGGGPGYGNQGGGYGGGYDNYGGGNYGSGNYNDFGNYNQQPSNYGPMKSGNFGGSRNMGGPYGGGNYGPGGSGGSGGYGGRSRY, which amino acid positions are active epitope sites? The epitope positions are: [70, 71, 72, 73, 74, 75, 76, 77, 78]. The amino acids at these positions are: PHSIDGRVV. (5) Given the antigen sequence: TIVIRVQYEGDGSPCKIPFEITDLEKRHVLGRLITVNPIVTEKDSPVNIEEKPPFGDSYIIIGVEPGQLKLNWFKKGSSIGKMFETTMRGAKRMAILGDTAWDFGSLGGVFTSIGKALHQVFGAIYGAAFSGVSWTMKILIGVIITWIGMNSRSTSQSVS, which amino acid positions are active epitope sites? The epitope positions are: [67, 68, 69, 70, 71, 72, 73, 74, 75, 76, 77, 78]. The amino acids at these positions are: QLKLNWFKKGSS.